This data is from Forward reaction prediction with 1.9M reactions from USPTO patents (1976-2016). The task is: Predict the product of the given reaction. (1) The product is: [CH:6]1[CH:5]=[C:4]2[C:3]([CH2:10][C@@:11]([OH:15])([C:19]([OH:21])=[O:20])[CH2:12][C@H:13]([NH2:14])[C:16]([OH:18])=[O:17])=[CH:2][NH:1][C:9]2=[CH:8][CH:7]=1. Given the reactants [NH:1]1[C:9]2[C:4](=[CH:5][CH:6]=[CH:7][CH:8]=2)[C:3]([CH2:10][C:11]2([C:19]([OH:21])=[O:20])[O:15][N:14]=[C:13]([C:16]([OH:18])=[O:17])[CH2:12]2)=[CH:2]1, predict the reaction product. (2) Given the reactants [Cl:1][C:2]1[CH:3]=[CH:4][C:5]([N:22]2[CH2:26][CH2:25][CH2:24][CH2:23]2)=[C:6]([CH2:8][N:9]2[CH2:14][CH2:13][N:12](C(OC(C)(C)C)=O)[CH2:11][CH2:10]2)[CH:7]=1.FC(F)(F)C(O)=O, predict the reaction product. The product is: [Cl:1][C:2]1[CH:3]=[CH:4][C:5]([N:22]2[CH2:26][CH2:25][CH2:24][CH2:23]2)=[C:6]([CH2:8][N:9]2[CH2:10][CH2:11][NH:12][CH2:13][CH2:14]2)[CH:7]=1. (3) Given the reactants [F:1][C:2]1([F:15])[O:6][C:5]2[CH:7]=[C:8]([N+:12]([O-:14])=[O:13])[C:9](F)=[CH:10][C:4]=2[O:3]1.C[O-].[Na+].C[O-].[C:21](O)(=[O:23])C, predict the reaction product. The product is: [F:1][C:2]1([F:15])[O:6][C:5]2[CH:7]=[C:8]([N+:12]([O-:14])=[O:13])[C:9]([O:23][CH3:21])=[CH:10][C:4]=2[O:3]1. (4) Given the reactants [NH2:1][C:2]1[C:3]([CH3:13])=[C:4]([C:9]([Br:12])=[CH:10][CH:11]=1)[C:5]([O:7][CH3:8])=[O:6].[Cl:14]N1C(=O)CCC1=O, predict the reaction product. The product is: [NH2:1][C:2]1[C:3]([CH3:13])=[C:4]([C:9]([Br:12])=[C:10]([Cl:14])[CH:11]=1)[C:5]([O:7][CH3:8])=[O:6].